The task is: Regression. Given a peptide amino acid sequence and an MHC pseudo amino acid sequence, predict their binding affinity value. This is MHC class II binding data.. This data is from Peptide-MHC class II binding affinity with 134,281 pairs from IEDB. (1) The peptide sequence is ASAAILGHDGTVWAQ. The MHC is HLA-DPA10201-DPB11401 with pseudo-sequence HLA-DPA10201-DPB11401. The binding affinity (normalized) is 0. (2) The peptide sequence is TVLFGVSRSMGIGSQ. The MHC is DRB5_0101 with pseudo-sequence DRB5_0101. The binding affinity (normalized) is 0.280. (3) The peptide sequence is VKGDPVGILYAVFKA. The MHC is DRB3_0101 with pseudo-sequence DRB3_0101. The binding affinity (normalized) is 0.363.